Task: Regression. Given a peptide amino acid sequence and an MHC pseudo amino acid sequence, predict their binding affinity value. This is MHC class II binding data.. Dataset: Peptide-MHC class II binding affinity with 134,281 pairs from IEDB (1) The peptide sequence is NHLKTVLEEKLEKED. The MHC is DRB5_0101 with pseudo-sequence DRB5_0101. The binding affinity (normalized) is 0.185. (2) The peptide sequence is LSFAAALNGLAGPLH. The MHC is DRB3_0202 with pseudo-sequence DRB3_0202. The binding affinity (normalized) is 0.340. (3) The peptide sequence is YLEDARRLKAIYEKKK. The binding affinity (normalized) is 0.0928. The MHC is H-2-IAs with pseudo-sequence H-2-IAs. (4) The peptide sequence is NDAIKASTGGAYESY. The MHC is DRB1_0401 with pseudo-sequence DRB1_0401. The binding affinity (normalized) is 0.321. (5) The peptide sequence is FVQALTTAAASYASV. The MHC is DRB1_0404 with pseudo-sequence DRB1_0404. The binding affinity (normalized) is 0.184. (6) The peptide sequence is KELKGAYVYFASDAS. The MHC is DRB1_0101 with pseudo-sequence DRB1_0101. The binding affinity (normalized) is 0.855. (7) The peptide sequence is PGGQSKLPVPDSTQNL. The MHC is DRB1_0301 with pseudo-sequence DRB1_0301. The binding affinity (normalized) is 0. (8) The MHC is HLA-DPA10103-DPB10401 with pseudo-sequence HLA-DPA10103-DPB10401. The binding affinity (normalized) is 1.00. The peptide sequence is EKKYFAAPQFEPLAA. (9) The peptide sequence is ERFALNPSLLETTEGCQQI. The MHC is DRB1_0401 with pseudo-sequence DRB1_0401. The binding affinity (normalized) is 0.650.